This data is from Catalyst prediction with 721,799 reactions and 888 catalyst types from USPTO. The task is: Predict which catalyst facilitates the given reaction. (1) Reactant: [C:1]([CH:3]([C:17]1[CH:18]=[N:19][CH:20]=[N:21][CH:22]=1)[N:4]1[CH2:9][CH2:8][N:7]([C:10]([O:12][C:13]([CH3:16])([CH3:15])[CH3:14])=[O:11])[CH2:6][CH2:5]1)#[N:2].CS(C)=[O:25].[OH-].[Na+].O.OO.[NH4+].[Cl-]. Product: [NH2:2][C:1](=[O:25])[CH:3]([N:4]1[CH2:9][CH2:8][N:7]([C:10]([O:12][C:13]([CH3:16])([CH3:15])[CH3:14])=[O:11])[CH2:6][CH2:5]1)[C:17]1[CH:18]=[N:19][CH:20]=[N:21][CH:22]=1. The catalyst class is: 5. (2) Reactant: Br[C:2]1[CH:3]=[C:4]([CH:8]2[C:17]([CH3:19])([CH3:18])[CH2:16][C:15]3[C:10](=[CH:11][CH:12]=[C:13]([C:20]([OH:22])=[O:21])[CH:14]=3)[NH:9]2)[CH:5]=[CH:6][CH:7]=1.[CH2:23]([C@@H:30]1[CH2:34][O:33][C:32](=[O:35])[NH:31]1)[C:24]1[CH:29]=[CH:28][CH:27]=[CH:26][CH:25]=1.Cl.CN(C)CC(O)=O.C(=O)([O-])[O-].[K+].[K+]. Product: [CH2:23]([C@@H:30]1[CH2:34][O:33][C:32](=[O:35])[N:31]1[C:2]1[CH:3]=[C:4]([CH:8]2[C:17]([CH3:19])([CH3:18])[CH2:16][C:15]3[C:10](=[CH:11][CH:12]=[C:13]([C:20]([OH:22])=[O:21])[CH:14]=3)[NH:9]2)[CH:5]=[CH:6][CH:7]=1)[C:24]1[CH:25]=[CH:26][CH:27]=[CH:28][CH:29]=1. The catalyst class is: 156.